This data is from Retrosynthesis with 50K atom-mapped reactions and 10 reaction types from USPTO. The task is: Predict the reactants needed to synthesize the given product. (1) Given the product C/C(=C\c1ccc(C(=O)OCc2ccccc2)cc1)c1ccc2c(c1)C(C)(C)CCC2(C)C, predict the reactants needed to synthesize it. The reactants are: C/C(=C\c1ccc(C(=O)O)cc1)c1ccc2c(c1)C(C)(C)CCC2(C)C.ClCc1ccccc1. (2) Given the product NCc1ccc(Cl)c(Oc2cc(Br)c(F)cc2[N+](=O)[O-])c1F, predict the reactants needed to synthesize it. The reactants are: N.O=[N+]([O-])c1cc(F)c(Br)cc1Oc1c(Cl)ccc(CBr)c1F.